Dataset: Tox21: 12 toxicity assays (nuclear receptors and stress response pathways). Task: Binary classification across 12 toxicity assays. (1) The compound is C=CC(=O)OCC(O)COc1ccccc1. It tested positive (active) for: NR-PPAR-gamma (PPAR-gamma nuclear receptor agonist). (2) The molecule is O=C(Nc1ccc([N+](=O)[O-])cc1)Nc1ccc([N+](=O)[O-])cc1. It tested positive (active) for: NR-ER (Estrogen Receptor agonist activity), SR-ARE (Antioxidant Response Element (oxidative stress)), and SR-MMP (Mitochondrial Membrane Potential disruption). (3) The compound is c1ccc2sc(SN(C3CCCCC3)C3CCCCC3)nc2c1. It tested positive (active) for: NR-AhR (Aryl hydrocarbon Receptor agonist activity), and SR-ARE (Antioxidant Response Element (oxidative stress)). (4) The compound is Cc1cc(O)ccc1N. It tested positive (active) for: NR-AhR (Aryl hydrocarbon Receptor agonist activity), SR-HSE (Heat Shock Element response), and SR-MMP (Mitochondrial Membrane Potential disruption). (5) The drug is Oc1ccc2cc(SSc3ccc4cc(O)ccc4c3)ccc2c1. It tested positive (active) for: NR-ER (Estrogen Receptor agonist activity), NR-ER-LBD (Estrogen Receptor Ligand Binding Domain agonist), SR-ARE (Antioxidant Response Element (oxidative stress)), SR-HSE (Heat Shock Element response), and SR-MMP (Mitochondrial Membrane Potential disruption). (6) The compound is CN[C@H]1CC[C@@H](c2ccc(Cl)c(Cl)c2)c2ccc(S(N)(=O)=O)cc21. It tested positive (active) for: SR-MMP (Mitochondrial Membrane Potential disruption). (7) The drug is Cc1cc(=O)[nH]c(=S)[nH]1. It tested positive (active) for: NR-AR (Androgen Receptor agonist activity), and NR-AR-LBD (Androgen Receptor Ligand Binding Domain agonist). (8) The molecule is CC(C)OC(=O)Nc1ccccc1. It tested positive (active) for: NR-ER (Estrogen Receptor agonist activity). (9) The compound is CCCC[Sn](Cl)(CCCC)CCCC. It tested positive (active) for: NR-PPAR-gamma (PPAR-gamma nuclear receptor agonist), SR-ARE (Antioxidant Response Element (oxidative stress)), and SR-MMP (Mitochondrial Membrane Potential disruption). (10) The molecule is C=C(C)C(=O)OCCCCCCOC(=O)C(=C)C. It tested positive (active) for: NR-Aromatase (Aromatase enzyme inhibition).